Dataset: Full USPTO retrosynthesis dataset with 1.9M reactions from patents (1976-2016). Task: Predict the reactants needed to synthesize the given product. Given the product [Br:8][C:5]1[CH:6]=[CH:7][C:2]([C:15]#[C:14][CH2:13][NH:12][C:9](=[O:11])[CH3:10])=[N:3][CH:4]=1, predict the reactants needed to synthesize it. The reactants are: Br[C:2]1[CH:7]=[CH:6][C:5]([Br:8])=[CH:4][N:3]=1.[C:9]([NH:12][CH2:13][C:14]#[CH:15])(=[O:11])[CH3:10].